Task: Predict the reactants needed to synthesize the given product.. Dataset: Full USPTO retrosynthesis dataset with 1.9M reactions from patents (1976-2016) (1) Given the product [I:20][C:15]1[CH:16]=[N:17][CH:18]=[CH:19][C:14]=1[C:13]1[O:21][C:2]2[CH:7]=[CH:6][C:5]([C:8]([F:9])([F:10])[F:11])=[CH:4][C:3]=2[N:12]=1, predict the reactants needed to synthesize it. The reactants are: O[C:2]1[CH:7]=[CH:6][C:5]([C:8]([F:11])([F:10])[F:9])=[CH:4][C:3]=1[NH:12][C:13](=[O:21])[C:14]1[CH:19]=[CH:18][N:17]=[CH:16][C:15]=1[I:20].O1CCCC1.C1(P(C2C=CC=CC=2)C2C=CC=CC=2)C=CC=CC=1.N(C(OCC)=O)=NC(OCC)=O. (2) Given the product [Cl:1][C:2]1[CH:3]=[CH:4][C:5]2[N:6]([CH:8]=[C:9]([NH:11][C:12]([C:14]3[CH:19]=[CH:18][C:17]([C:20]4([C:23]([OH:25])=[O:24])[CH2:21][CH2:22]4)=[CH:16][CH:15]=3)=[O:13])[N:10]=2)[CH:7]=1, predict the reactants needed to synthesize it. The reactants are: [Cl:1][C:2]1[CH:3]=[CH:4][C:5]2[N:6]([CH:8]=[C:9]([NH:11][C:12]([C:14]3[CH:19]=[CH:18][C:17]([C:20]4([C:23]([O:25]C)=[O:24])[CH2:22][CH2:21]4)=[CH:16][CH:15]=3)=[O:13])[N:10]=2)[CH:7]=1.[OH-].[K+]. (3) Given the product [F:34][C:35]1[CH:44]=[C:43]([C:45]([NH:27][C@@H:26]([C:20]2[CH:21]=[CH:22][C:23]([O:24][CH3:25])=[C:18]([F:17])[CH:19]=2)[C:28]2[CH:29]=[N:30][N:31]([CH3:33])[CH:32]=2)=[O:46])[CH:42]=[C:41]2[C:36]=1[CH:37]=[N:38][C:39]([NH:48][C@@H:49]1[CH2:53][CH2:52][O:51][CH2:50]1)=[N:40]2, predict the reactants needed to synthesize it. The reactants are: ClC1C=CC([C@@H](C2C=CN(C)N=2)N)=CC=1F.[F:17][C:18]1[CH:19]=[C:20]([C@@H:26]([C:28]2[CH:29]=[N:30][N:31]([CH3:33])[CH:32]=2)[NH2:27])[CH:21]=[CH:22][C:23]=1[O:24][CH3:25].[F:34][C:35]1[CH:44]=[C:43]([C:45](O)=[O:46])[CH:42]=[C:41]2[C:36]=1[CH:37]=[N:38][C:39]([NH:48][C@H:49]1[CH2:53][CH2:52][O:51][CH2:50]1)=[N:40]2. (4) Given the product [Cl:13][CH:14]([Cl:26])[C:15]([NH:17][C:18]1[CH:23]=[CH:22][C:21]([C:24]2[O:11][N:10]=[C:9]([C:3]3[C:2]([Cl:1])=[CH:7][CH:6]=[CH:5][C:4]=3[Cl:8])[CH:25]=2)=[CH:20][CH:19]=1)=[O:16], predict the reactants needed to synthesize it. The reactants are: [Cl:1][C:2]1[CH:7]=[CH:6][CH:5]=[C:4]([Cl:8])[C:3]=1[C:9](Cl)=[N:10][OH:11].[Cl:13][CH:14]([Cl:26])[C:15]([NH:17][C:18]1[CH:23]=[CH:22][C:21]([C:24]#[CH:25])=[CH:20][CH:19]=1)=[O:16]. (5) Given the product [CH:1]1([CH2:4][NH:5][C:25](=[O:26])[CH:24]=[C:21]2[CH2:22][CH2:23][N:18]([S:15]([C:12]3[CH:13]=[CH:14][C:9]([O:8][C:7]([F:29])([F:28])[F:6])=[CH:10][CH:11]=3)(=[O:16])=[O:17])[CH2:19][CH2:20]2)[CH2:3][CH2:2]1, predict the reactants needed to synthesize it. The reactants are: [CH:1]1([CH2:4][NH2:5])[CH2:3][CH2:2]1.[F:6][C:7]([F:29])([F:28])[O:8][C:9]1[CH:14]=[CH:13][C:12]([S:15]([N:18]2[CH2:23][CH2:22][C:21](=[CH:24][C:25](O)=[O:26])[CH2:20][CH2:19]2)(=[O:17])=[O:16])=[CH:11][CH:10]=1.Cl.CN(C)CCCN=C=NCC.O.ON1C2C=CC=CC=2N=N1. (6) Given the product [CH:9]1[C:10]2[C:5](=[CH:4][C:3]([C:1]#[C:2][C:33]#[N:34])=[CH:12][CH:11]=2)[CH:6]=[CH:7][N:8]=1, predict the reactants needed to synthesize it. The reactants are: [C:1]([C:3]1[CH:4]=[C:5]2[C:10](=[CH:11][CH:12]=1)[CH:9]=[N:8][CH:7]=[CH:6]2)#[CH:2].[Li+].C[Si]([N-][Si](C)(C)C)(C)C.S([C:33]#[N:34])(C1C=CC(C)=CC=1)(=O)=O. (7) The reactants are: C(N(CC)C1C=C2C(=CC=1)N(C(=O)C1C=CC(F)=CC=1)[C@@H](C)C[C@H]2N(C1C=CC(N(CC)CC)=CC=1)C(=O)CC)C.[Cl:42][C:43]1[CH:48]=[CH:47][C:46]([N:49]([C@H:54]2[C:63]3[C:58](=[CH:59][CH:60]=[C:61]([N:64]4[CH2:69][CH2:68]O[CH2:66][CH2:65]4)[CH:62]=3)[N:57]([C:70](=[O:78])[C:71]3[CH:76]=[CH:75][C:74]([F:77])=[CH:73][CH:72]=3)[C@@H:56]([CH3:79])[CH2:55]2)[C:50](=[O:53])[CH2:51][CH3:52])=[CH:45][CH:44]=1.C(NCC)C.N1CCOCC1. Given the product [Cl:42][C:43]1[CH:44]=[CH:45][C:46]([N:49]([C@H:54]2[C:63]3[C:58](=[CH:59][CH:60]=[C:61]([N:64]([CH2:65][CH3:66])[CH2:69][CH3:68])[CH:62]=3)[N:57]([C:70](=[O:78])[C:71]3[CH:72]=[CH:73][C:74]([F:77])=[CH:75][CH:76]=3)[C@@H:56]([CH3:79])[CH2:55]2)[C:50](=[O:53])[CH2:51][CH3:52])=[CH:47][CH:48]=1, predict the reactants needed to synthesize it.